Predict the reactants needed to synthesize the given product. From a dataset of Full USPTO retrosynthesis dataset with 1.9M reactions from patents (1976-2016). (1) The reactants are: [CH3:1][C:2]1[CH:7]=[CH:6][C:5]([O:8][C:9]2[N:14]=[CH:13][C:12]([NH2:15])=[CH:11][CH:10]=2)=[CH:4][C:3]=1[O:16][CH3:17].CC(OC([NH:25][C@H:26]([CH2:30][CH3:31])[C:27](O)=[O:28])=O)(C)C.CCN(CC)CC.C(P1(=O)OP(CCC)(=O)OP(CCC)(=O)O1)CC. Given the product [NH2:25][C@H:26]([CH2:30][CH3:31])[C:27]([NH:15][C:12]1[CH:13]=[N:14][C:9]([O:8][C:5]2[CH:6]=[CH:7][C:2]([CH3:1])=[C:3]([O:16][CH3:17])[CH:4]=2)=[CH:10][CH:11]=1)=[O:28], predict the reactants needed to synthesize it. (2) Given the product [CH3:18][O:19][CH:20]([O:23][CH3:24])[CH2:21][NH:22][S:1]([C:4]1[C:16]2[C:8](=[C:9]([N:10]([CH3:12])[CH3:11])[CH:13]=[CH:14][CH:15]=2)[CH:7]=[CH:6][CH:5]=1)(=[O:3])=[O:2], predict the reactants needed to synthesize it. The reactants are: [S:1](Cl)([C:4]1[C:16]2[CH:15]=[CH:14][CH:13]=[C:9]([N:10]([CH3:12])[CH3:11])[C:8]=2[CH:7]=[CH:6][CH:5]=1)(=[O:3])=[O:2].[CH3:18][O:19][CH:20]([O:23][CH3:24])[CH2:21][NH2:22].CCN(CC)CC. (3) The reactants are: [CH2:1]([N:5]1[C:13]2[C:12](=[O:14])[N:11]([CH3:15])[C:10]([C:16](=[O:18])[NH2:17])=[N:9][C:8]=2[N:7]=[C:6]1[N:19]1[CH2:24][CH2:23][N:22](C(OC(C)(C)C)=O)[CH2:21][CH2:20]1)[C:2]#[C:3][CH3:4]. Given the product [CH2:1]([N:5]1[C:13]2[C:12](=[O:14])[N:11]([CH3:15])[C:10]([C:16]([NH2:17])=[O:18])=[N:9][C:8]=2[N:7]=[C:6]1[N:19]1[CH2:24][CH2:23][NH:22][CH2:21][CH2:20]1)[C:2]#[C:3][CH3:4], predict the reactants needed to synthesize it. (4) Given the product [C:1]([O:5][C:6]([NH:8][CH:9]([CH2:13][C:14]1[CH:19]=[CH:18][C:17]([C:20]#[N:21])=[CH:16][CH:15]=1)[C:10]([N:25]([CH:26]([CH3:28])[CH3:27])[CH:22]([CH3:24])[CH3:23])=[O:12])=[O:7])([CH3:2])([CH3:3])[CH3:4], predict the reactants needed to synthesize it. The reactants are: [C:1]([O:5][C:6]([NH:8][CH:9]([CH2:13][C:14]1[CH:19]=[CH:18][C:17]([C:20]#[N:21])=[CH:16][CH:15]=1)[C:10]([OH:12])=O)=[O:7])([CH3:4])([CH3:3])[CH3:2].[CH:22]([NH:25][CH:26]([CH3:28])[CH3:27])([CH3:24])[CH3:23].C(N(CC)CC)C.F[P-](F)(F)(F)(F)F.Br[P+](N1CCCC1)(N1CCCC1)N1CCCC1. (5) Given the product [Cl:1][C:2]1[C:7]([C:8]2[CH:13]=[C:12]([CH3:25])[CH:11]=[CH:10][CH:9]=2)=[N:6][N:5]=[C:4]2[N:14]([CH3:24])[N:15]=[C:16]([C:17]3[CH:22]=[CH:21][CH:20]=[CH:19][CH:18]=3)[C:3]=12, predict the reactants needed to synthesize it. The reactants are: [Cl:1][C:2]1[C:7]([C:8]2[CH:13]=[CH:12][CH:11]=[CH:10][CH:9]=2)=[N:6][N:5]=[C:4]2[N:14]([CH3:24])[N:15]=[C:16]([C:17]3[CH:22]=[CH:21][CH:20]=[CH:19][C:18]=3Cl)[C:3]=12.[CH3:25]N1C(N)=CC(C2C=CC=CC=2)=N1.C1(C)C=CC=C(C#C)C=1. (6) Given the product [Cl:5][C:6]1[CH:7]=[C:8]([C:12]2[O:16][N:15]=[C:14]([C@H:17]([OH:19])[CH3:18])[CH:13]=2)[CH:9]=[CH:10][CH:11]=1, predict the reactants needed to synthesize it. The reactants are: CSC.B.[Cl:5][C:6]1[CH:7]=[C:8]([C:12]2[O:16][N:15]=[C:14]([C:17](=[O:19])[CH3:18])[CH:13]=2)[CH:9]=[CH:10][CH:11]=1.C1(C)C=CC=CC=1.B.